This data is from Full USPTO retrosynthesis dataset with 1.9M reactions from patents (1976-2016). The task is: Predict the reactants needed to synthesize the given product. (1) The reactants are: [N:1]12[CH2:8][CH2:7][CH:4]([CH2:5][CH2:6]1)[C@@H:3]([O:9][C:10]1[CH:23]=[CH:22][C:13]([O:14][C:15]3[CH:20]=[CH:19][C:18]([OH:21])=[CH:17][CH:16]=3)=[CH:12][CH:11]=1)[CH2:2]2.CO.[C:26]([OH:33])(=[O:32])/[CH:27]=[CH:28]/[C:29]([OH:31])=[O:30]. Given the product [C:26]([OH:33])(=[O:32])/[CH:27]=[CH:28]/[C:29]([OH:31])=[O:30].[N:1]12[CH2:8][CH2:7][CH:4]([CH2:5][CH2:6]1)[C@@H:3]([O:9][C:10]1[CH:11]=[CH:12][C:13]([O:14][C:15]3[CH:20]=[CH:19][C:18]([OH:21])=[CH:17][CH:16]=3)=[CH:22][CH:23]=1)[CH2:2]2, predict the reactants needed to synthesize it. (2) Given the product [Cl:7][C:8]1[N:13]=[C:12]([N:1]2[CH2:6][CH2:5][O:4][CH2:3][CH2:2]2)[C:11]([F:15])=[C:10]([Cl:16])[N:9]=1, predict the reactants needed to synthesize it. The reactants are: [NH:1]1[CH2:6][CH2:5][O:4][CH2:3][CH2:2]1.[Cl:7][C:8]1[N:13]=[C:12](Cl)[C:11]([F:15])=[C:10]([Cl:16])[N:9]=1. (3) Given the product [S:31]1[CH:35]=[C:34]([S:36]([NH:29][C:25]2[CH:24]=[C:23]([C:20]3[CH:21]=[CH:22][C:17]([C:15]([NH:14][C@@H:7]([CH2:8][OH:9])[C:6]([OH:5])=[O:30])=[O:16])=[CH:18][CH:19]=3)[CH:28]=[CH:27][CH:26]=2)(=[O:38])=[O:37])[C:33]2[CH:40]=[CH:41][CH:42]=[CH:43][C:32]1=2, predict the reactants needed to synthesize it. The reactants are: C([O:5][C:6](=[O:30])[C@@H:7]([NH:14][C:15]([C:17]1[CH:22]=[CH:21][C:20]([C:23]2[CH:28]=[CH:27][CH:26]=[C:25]([NH2:29])[CH:24]=2)=[CH:19][CH:18]=1)=[O:16])[CH2:8][O:9]C(C)(C)C)(C)(C)C.[S:31]1[CH:35]=[C:34]([S:36](Cl)(=[O:38])=[O:37])[C:33]2[CH:40]=[CH:41][CH:42]=[CH:43][C:32]1=2. (4) Given the product [F:1][C:2]1[CH:8]=[C:7]([CH3:9])[C:6]([S:10][CH2:11][C:12]([F:13])([F:15])[F:14])=[CH:5][C:3]=1[NH:4][N:17]=[C:23]([C:22]([NH:32][C:33](=[O:37])[O:34][CH2:35][CH3:36])=[O:21])[C:24]([NH:26][C:27](=[O:31])[O:28][CH2:29][CH3:30])=[O:25], predict the reactants needed to synthesize it. The reactants are: [F:1][C:2]1[CH:8]=[C:7]([CH3:9])[C:6]([S:10][CH2:11][C:12]([F:15])([F:14])[F:13])=[CH:5][C:3]=1[NH2:4].Cl.[N:17]([O-])=O.[Na+].[O:21]=[C:22]([NH:32][C:33](=[O:37])[O:34][CH2:35][CH3:36])[CH2:23][C:24]([NH:26][C:27](=[O:31])[O:28][CH2:29][CH3:30])=[O:25].C([O-])(=O)C.[Na+]. (5) Given the product [Br:18][C:2]1[C:7]([O:8][CH3:9])=[CH:6][C:5]([F:10])=[CH:4][C:3]=1[C:11](=[O:13])[CH3:12], predict the reactants needed to synthesize it. The reactants are: N[C:2]1[C:7]([O:8][CH3:9])=[CH:6][C:5]([F:10])=[CH:4][C:3]=1[C:11](=[O:13])[CH3:12].N([O-])=O.[Na+].[BrH:18].